From a dataset of Reaction yield outcomes from USPTO patents with 853,638 reactions. Predict the reaction yield, written as a fraction of the theoretical maximum amount of product (1.0 means a 100% yield; for example, 0.34 means a 34% yield). (1) The reactants are [NH2:1][C:2]1[CH:7]=[CH:6][CH:5]=[CH:4][C:3]=1[NH:8][C:9](=[O:17])[C:10]1[CH:15]=[CH:14][C:13](Cl)=[N:12][CH:11]=1.[CH2:18]([NH2:23])[CH2:19][CH2:20][CH2:21][NH2:22]. No catalyst specified. The product is [NH2:1][C:2]1[CH:7]=[CH:6][CH:5]=[CH:4][C:3]=1[NH:8][C:9](=[O:17])[C:10]1[CH:15]=[CH:14][C:13]([NH:22][CH2:21][CH2:20][CH2:19][CH2:18][NH2:23])=[N:12][CH:11]=1. The yield is 0.530. (2) The reactants are [C:1]([N:4]1[CH2:9][CH2:8][CH:7]([C:10](Cl)=[N:11]OS(C)(=O)=O)[CH2:6][CH2:5]1)(=[O:3])[CH3:2].N1C=CC=CC=1.[S-:24][C:25]#[N:26].[Na+].[Br:28][C:29]1[CH:30]=[C:31]([O:36]C2C=CN=NC=2C)[C:32]([NH2:35])=[N:33][CH:34]=1. The catalyst is C(#N)C.O. The product is [Br:28][C:29]1[CH:30]=[C:31]([OH:36])[C:32]([NH:35][C:25]2[S:24][N:11]=[C:10]([CH:7]3[CH2:6][CH2:5][N:4]([C:1](=[O:3])[CH3:2])[CH2:9][CH2:8]3)[N:26]=2)=[N:33][CH:34]=1. The yield is 0.510. (3) The reactants are CO[C:3](=[O:24])[C:4]1[CH:9]=[CH:8][C:7]([O:10][CH2:11][C:12]2[C:13]([C:17]3[CH:22]=[CH:21][C:20]([Cl:23])=[CH:19][CH:18]=3)=[N:14][O:15][CH:16]=2)=[N:6][CH:5]=1.[CH:25]([NH2:28])([CH3:27])[CH3:26]. No catalyst specified. The product is [Cl:23][C:20]1[CH:19]=[CH:18][C:17]([C:13]2[C:12]([CH2:11][O:10][C:7]3[CH:8]=[CH:9][C:4]([C:3]([NH:28][CH:25]([CH3:27])[CH3:26])=[O:24])=[CH:5][N:6]=3)=[CH:16][O:15][N:14]=2)=[CH:22][CH:21]=1. The yield is 0.560.